From a dataset of Experimentally validated miRNA-target interactions with 360,000+ pairs, plus equal number of negative samples. Binary Classification. Given a miRNA mature sequence and a target amino acid sequence, predict their likelihood of interaction. (1) The protein sequence of the target gene is MAAPSPSGGGGSGGGGGTPGPIGPPASGHPAVSSMQGKRKALKLNFANPPVKSTARFTLNPNTTGVQNPHIERLRTHSIESSGKLKISPEQHWDFTAEDLKDLGEIGRGAYGSVNKMVHKPSGQIMAVKRIRSTVDEKEQKQLLMDLDVVMRSSDCPYIVQFYGALFREGDCWICMELMSTSFDKFYKYVYSVLDDVIPEEILGKITLATVKALNHLKENLKIIHRDIKPSNILLDRSGNIKLCDFGISGQLVDSIAKTRDAGCRPYMAPERIDPSASRQGYDVRSDVWSLGITLYELAT.... The miRNA is hsa-miR-4705 with sequence UCAAUCACUUGGUAAUUGCUGU. Result: 0 (no interaction). (2) The miRNA is hsa-miR-1343-5p with sequence UGGGGAGCGGCCCCCGGGUGGG. The protein sequence of the target gene is MASALWTVLPSRMSLRSLKWSLLLLSLLSFFVMWYLSLPHYNVIERVNWMYFYEYEPIYRQDFHFTLREHSNCSHQNPFLVILVTSHPSDVKARQAIRVTWGEKKSWWGYEVLTFFLLGQEAEKEDKMLALSLEDEHLLYGDIIRQDFLDTYNNLTLKTIMAFRWVTEFCPNAKYVMKTDTDVFINTGNLVKYLLNLNHSEKFFTGYPLIDNYSYRGFYQKTHISYQEYPFKVFPPYCSGLGYIMSRDLVPRIYEMMGHVKPIKFEDVYVGICLNLLKVNIHIPEDTNLFFLYRIHLDVC.... Result: 0 (no interaction). (3) The miRNA is mmu-miR-669n with sequence AUUUGUGUGUGGAUGUGUGU. The protein sequence of the target gene is MELDDFDPEDKEILSWDINDVKLPQNVKTTDWFQEWPDSYVKHIYSSDDRNAQRHLSSWAMRNTNNHNSRILKKSCLGVVVCSRDCSTEEGRKIYLRPAICDKARQKQQRKSCPNCNGPLKLIPCRGHGGFPVTNFWRHDGRFIFFQSKGEHDHPRPETKLEAEARRAMKKVHMASASNSLRMKGRPAAKALPAEIPSQGSLPLTWSFQEGVQLPGTYSTPLIANAPQQNSLNDCLSFPKSYDLGGSTELEDPTSTLDSMKFYERCKFSSSRIYGSEEQFQPPVPGTYGDYEDLQTWNKN.... Result: 1 (interaction). (4) Result: 0 (no interaction). The miRNA is hsa-miR-4479 with sequence CGCGCGGCCGUGCUCGGAGCAG. The protein sequence of the target gene is MGRRPARCYRYCKNKPYPKSRFCRGVPDAKIRIFDLGRKKAKVDEFPLCGHMVSDEYEQLSSEALEAARICANKYMVKSCGKDGFHIRVRLHPFHVIRINKMLSCAGADRLQTGMRGAFGKPQGTVARVHIGQVIMSIRTKLQNKEHVIEALRRAKFKFPGRQKIHISKKWGFTKFNADEFEDMVAEKRLIPDGCGVKYIPNRGPLDKWRALHS. (5) The miRNA is hsa-miR-130a-3p with sequence CAGUGCAAUGUUAAAAGGGCAU. The protein sequence of the target gene is MASRAVVRARRCPQCPQVRAAAAAPAWAALPLSRSLPPCSNSSSFSMPLFLLLLLVLLLLLEDAGAQQGDGCGHTVLGPESGTLTSINYPQTYPNSTVCEWEIRVKMGERVRIKFGDFDIEDSDSCHFNYLRIYNGIGVSRTEIGKYCGLGLQMNHSIESKGNEITLLFMSGIHVSGRGFLASYSVIDKQDLITCLDTASNFLEPEFSKYCPAGCLLPFAEISGTIPHGYRDSSPLCMAGVHAGVVSNTLGGQISVVISKGIPYYESSLANNVTSVVGHLSTSLFTFKTSGCYGTLGMES.... Result: 1 (interaction). (6) The miRNA is hsa-miR-153-3p with sequence UUGCAUAGUCACAAAAGUGAUC. The protein sequence of the target gene is MPAPPCASCHAARAALRRPLSGQALCGACFCAAFEAEVLHTVLAGRLLPPGAVVAVGASGGKDSTVLAHVLRALAPRLGISLQLVAVDEGIGGYRDAALAAVRRQAARWELPLTVVAYEDLFGGWTMDAVARSTAGSGRSRSCCTFCGVLRRRALEEGARRVGATHIVTGHNADDMAETVLMNFLRGDAGRLARGGGLGSPGEGGALPRCRPLQFASQKEVVLYAHFRRLDYFSEECVYAPEAFRGHARDLLKRLEAARPSAVLDLVHSAERLALAPAARPPRPGACSRCGALASRALCQ.... Result: 0 (no interaction).